From a dataset of Catalyst prediction with 721,799 reactions and 888 catalyst types from USPTO. Predict which catalyst facilitates the given reaction. (1) Reactant: [Cl:1][C:2]1[CH:7]=[CH:6][CH:5]=[CH:4][C:3]=1[N:8]1[C:16]2[CH2:15][CH2:14][NH:13][C:12](=O)[C:11]=2[C:10]([CH3:18])=[C:9]1[C:19]1[CH:24]=[CH:23][C:22]([Cl:25])=[CH:21][CH:20]=1.CO. Product: [Cl:1][C:2]1[CH:7]=[CH:6][CH:5]=[CH:4][C:3]=1[N:8]1[C:16]2[CH2:15][CH2:14][NH:13][CH2:12][C:11]=2[C:10]([CH3:18])=[C:9]1[C:19]1[CH:20]=[CH:21][C:22]([Cl:25])=[CH:23][CH:24]=1. The catalyst class is: 7. (2) Reactant: [NH2:1][C:2]1[CH:7]=[CH:6][C:5]([C:8]([CH3:12])([CH3:11])[C:9]#[N:10])=[CH:4][CH:3]=1.[CH3:13][O:14][C:15]1[CH:23]=[C:22]([O:24][CH3:25])[C:21]([O:26][CH3:27])=[CH:20][C:16]=1[C:17](O)=[O:18].C1C=CC2N(O)N=NC=2C=1.C(Cl)CCl. Product: [C:9]([C:8]([CH3:12])([CH3:11])[C:5]1[CH:4]=[CH:3][C:2]([NH:1][C:17](=[O:18])[C:16]2[CH:20]=[C:21]([O:26][CH3:27])[C:22]([O:24][CH3:25])=[CH:23][C:15]=2[O:14][CH3:13])=[CH:7][CH:6]=1)#[N:10]. The catalyst class is: 2. (3) Reactant: [Br:1][C:2]1[CH:3]=[C:4]([N:8]2[CH:12]=[C:11]([C:13]([OH:15])=O)[N:10]=[CH:9]2)[CH:5]=[CH:6][CH:7]=1.[C:16]([NH:19][NH2:20])(=[O:18])[CH3:17].ON1C2N=CC=CC=2N=N1.Cl.CN(C)CCCN=C=NCC. Product: [C:16]([NH:19][NH:20][C:13]([C:11]1[N:10]=[CH:9][N:8]([C:4]2[CH:5]=[CH:6][CH:7]=[C:2]([Br:1])[CH:3]=2)[CH:12]=1)=[O:15])(=[O:18])[CH3:17]. The catalyst class is: 3. (4) Reactant: N[CH2:2][CH2:3][CH2:4][CH2:5][CH2:6][CH2:7][CH2:8][CH2:9][CH2:10][CH2:11][CH2:12][CH2:13][NH2:14].[C:15]([CH2:17][C:18]([O:20]CC)=O)#N.[C:23](OCC)(=O)[CH2:24][C:25]([CH3:27])=O.[NH:32]1CCN[CH2:34][CH2:33]1.[N+]([O-])(O)=O.[CH3:42][OH:43]. Product: [NH:14]1[CH:13]=[CH:12][CH:11]=[C:10]([CH2:9][CH2:8][CH2:7][CH2:6][CH2:5][CH2:4][CH2:3][CH2:2][CH2:27][CH2:25][CH2:24][CH2:23][C:17]2[C:18](=[O:20])[NH:32][CH:33]=[CH:34][CH:15]=2)[C:42]1=[O:43]. The catalyst class is: 145. (5) Reactant: [CH3:1][O:2][C:3]1[C:8]([CH2:9][C:10](O)=[O:11])=[CH:7][CH:6]=[CH:5][N:4]=1.[H-].[Al+3].[Li+].[H-].[H-].[H-].C1COCC1.[OH-].[Na+]. Product: [CH3:1][O:2][C:3]1[C:8]([CH2:9][CH2:10][OH:11])=[CH:7][CH:6]=[CH:5][N:4]=1. The catalyst class is: 6. (6) Reactant: [C:1]([O:5][C:6]([N:8]1[CH2:13][CH2:12][CH:11]([NH:14][C:15]2[CH:20]=[CH:19][C:18]([S:21]([C:24]3[CH:29]=[CH:28][CH:27]=[CH:26][CH:25]=3)(=[O:23])=[O:22])=[CH:17][C:16]=2[O:30][CH2:31][CH2:32]Cl)[CH2:10][CH2:9]1)=[O:7])([CH3:4])([CH3:3])[CH3:2].[I-].[Na+].[H-].[Na+].O. Product: [C:1]([O:5][C:6]([N:8]1[CH2:13][CH2:12][CH:11]([N:14]2[C:15]3[CH:20]=[CH:19][C:18]([S:21]([C:24]4[CH:29]=[CH:28][CH:27]=[CH:26][CH:25]=4)(=[O:23])=[O:22])=[CH:17][C:16]=3[O:30][CH2:31][CH2:32]2)[CH2:10][CH2:9]1)=[O:7])([CH3:4])([CH3:3])[CH3:2]. The catalyst class is: 3. (7) Reactant: [CH:1]12[CH2:7][CH:4]([CH:5]=[CH:6]1)[CH2:3][CH:2]2[C:8]([OH:10])=[O:9].C(Cl)(=O)C(Cl)=O.[F:17][C:18]([F:33])([F:32])[C:19]([C:28]([F:31])([F:30])[F:29])([OH:27])[CH2:20][CH2:21][CH2:22][CH2:23][CH2:24][CH2:25]O.C(N(CC)CC)C. Product: [F:17][C:18]([F:32])([F:33])[C:19]([OH:27])([C:28]([F:30])([F:31])[F:29])[CH2:20][CH2:21][CH2:22][CH2:23][CH2:24][CH2:25][O:9][C:8]([CH:2]1[CH2:3][CH:4]2[CH2:7][CH:1]1[CH:6]=[CH:5]2)=[O:10]. The catalyst class is: 119. (8) Reactant: [CH2:1]([O:3][C:4](=[O:27])[CH2:5][O:6][C:7]1[CH:12]=[CH:11][C:10]([N:13](C(OC(C)(C)C)=O)[CH3:14])=[CH:9][C:8]=1[CH2:22][CH2:23][CH2:24][O:25][CH3:26])[CH3:2].C(O)(C(F)(F)F)=O. Product: [CH2:1]([O:3][C:4](=[O:27])[CH2:5][O:6][C:7]1[CH:12]=[CH:11][C:10]([NH:13][CH3:14])=[CH:9][C:8]=1[CH2:22][CH2:23][CH2:24][O:25][CH3:26])[CH3:2]. The catalyst class is: 2.